From a dataset of Full USPTO retrosynthesis dataset with 1.9M reactions from patents (1976-2016). Predict the reactants needed to synthesize the given product. (1) The reactants are: [NH2:1][C:2]1[CH:3]=[CH:4][C:5]([O:19][C:20]2[CH:25]=[CH:24][C:23]([F:26])=[CH:22][C:21]=2[F:27])=[C:6]([C:8]2[C:9]([O:16][CH2:17][CH3:18])=[CH:10][C:11](=[O:15])[N:12]([CH3:14])[CH:13]=2)[CH:7]=1.CCN(C(C)C)C(C)C.CN(C(ON1N=NC2C=CC=NC1=2)=[N+](C)C)C.F[P-](F)(F)(F)(F)F.[Cl:61][C:62]1[CH:67]=[CH:66][C:65]([F:68])=[CH:64][C:63]=1[CH2:69][C:70](O)=[O:71]. Given the product [Cl:61][C:62]1[CH:67]=[CH:66][C:65]([F:68])=[CH:64][C:63]=1[CH2:69][C:70]([NH:1][C:2]1[CH:3]=[CH:4][C:5]([O:19][C:20]2[CH:25]=[CH:24][C:23]([F:26])=[CH:22][C:21]=2[F:27])=[C:6]([C:8]2[C:9]([O:16][CH2:17][CH3:18])=[CH:10][C:11](=[O:15])[N:12]([CH3:14])[CH:13]=2)[CH:7]=1)=[O:71], predict the reactants needed to synthesize it. (2) Given the product [F:22][C:13]1[CH:12]=[C:11]([C:4]2[N:3]=[C:2]([C:24]3[CH:29]=[CH:28][C:27]([CH3:30])=[CH:26][CH:25]=3)[C:7]([C:8]([OH:10])=[O:9])=[CH:6][CH:5]=2)[CH:16]=[C:15]([O:17][CH2:18][CH:19]([CH3:21])[CH3:20])[CH:14]=1, predict the reactants needed to synthesize it. The reactants are: Cl[C:2]1[C:7]([C:8]([OH:10])=[O:9])=[CH:6][CH:5]=[C:4]([C:11]2[CH:16]=[C:15]([O:17][CH2:18][CH:19]([CH3:21])[CH3:20])[CH:14]=[C:13]([F:22])[CH:12]=2)[N:3]=1.B(O)(O)[C:24]1[CH:25]=[CH:26][C:27]([CH3:30])=[CH:28][CH:29]=1.C([O-])([O-])=O.[K+].[K+].Cl. (3) The reactants are: [C:1]([O:5][C:6]([N:8]1[C:12]([C:13]#[N:14])=[CH:11][CH:10]=[C:9]1[C:15]1[CH:27]=[CH:26][C:18]2[NH:19][C:20](=O)[O:21][C:22]([CH3:24])([CH3:23])[C:17]=2[CH:16]=1)=[O:7])([CH3:4])([CH3:3])[CH3:2].COC1C=CC(P2(SP(C3C=CC(OC)=CC=3)(=S)S2)=[S:37])=CC=1. Given the product [C:13]([C:12]1[N:8]([C:6]([O:5][C:1]([CH3:4])([CH3:3])[CH3:2])=[O:7])[C:9]([C:15]2[CH:27]=[CH:26][C:18]3[NH:19][C:20](=[S:37])[O:21][C:22]([CH3:24])([CH3:23])[C:17]=3[CH:16]=2)=[CH:10][CH:11]=1)#[N:14], predict the reactants needed to synthesize it.